From a dataset of Full USPTO retrosynthesis dataset with 1.9M reactions from patents (1976-2016). Predict the reactants needed to synthesize the given product. Given the product [N+:15]([C:18]1[CH:19]=[C:20]([NH:21][CH:10]2[CH2:11][CH2:12][CH2:13][N:8]([C:1]([O:3][C:4]([CH3:7])([CH3:6])[CH3:5])=[O:2])[CH2:9]2)[CH:22]=[CH:23][CH:24]=1)([O-:17])=[O:16], predict the reactants needed to synthesize it. The reactants are: [C:1]([N:8]1[CH2:13][CH2:12][CH2:11][C:10](=O)[CH2:9]1)([O:3][C:4]([CH3:7])([CH3:6])[CH3:5])=[O:2].[N+:15]([C:18]1[CH:19]=[C:20]([CH:22]=[CH:23][CH:24]=1)[NH2:21])([O-:17])=[O:16].C(O[BH-](OC(=O)C)OC(=O)C)(=O)C.[Na+].C(=O)([O-])O.[Na+].